This data is from Reaction yield outcomes from USPTO patents with 853,638 reactions. The task is: Predict the reaction yield, written as a fraction of the theoretical maximum amount of product (1.0 means a 100% yield; for example, 0.34 means a 34% yield). The reactants are [NH2:1][CH2:2][CH:3]1[CH2:8][CH2:7][CH:6]([CH2:9][NH:10][C:11]2[N:19]=[CH:18][N:17]=[C:16]3[C:12]=2[N:13]=[C:14]([C:27]2[CH:32]=[CH:31][CH:30]=[CH:29][C:28]=2[Cl:33])[N:15]3[C:20]2[CH:25]=[CH:24][C:23]([Cl:26])=[CH:22][CH:21]=2)[CH2:5][CH2:4]1.[CH3:34][S:35](Cl)(=[O:37])=[O:36].C(N(CC)CC)C. The catalyst is C1COCC1. The product is [Cl:33][C:28]1[CH:29]=[CH:30][CH:31]=[CH:32][C:27]=1[C:14]1[N:15]([C:20]2[CH:21]=[CH:22][C:23]([Cl:26])=[CH:24][CH:25]=2)[C:16]2[C:12]([N:13]=1)=[C:11]([NH:10][CH2:9][CH:6]1[CH2:7][CH2:8][CH:3]([CH2:2][NH:1][S:35]([CH3:34])(=[O:37])=[O:36])[CH2:4][CH2:5]1)[N:19]=[CH:18][N:17]=2. The yield is 0.710.